This data is from Full USPTO retrosynthesis dataset with 1.9M reactions from patents (1976-2016). The task is: Predict the reactants needed to synthesize the given product. (1) Given the product [I:34][C:35]1[CH:36]=[C:37]([N:26]2[C:27]3[C:23](=[CH:22][C:21]([C:14]4[C:13]5[C:8]([C:7]([C:1]6[CH:2]=[CH:3][CH:4]=[CH:5][CH:6]=6)=[C:20]6[C:15]=4[CH:16]=[CH:17][CH:18]=[CH:19]6)=[CH:9][CH:10]=[CH:11][CH:12]=5)=[CH:29][CH:28]=3)[C:24]3[CH:33]=[CH:32][CH:31]=[N:30][C:25]2=3)[CH:38]=[CH:39][CH:40]=1, predict the reactants needed to synthesize it. The reactants are: [C:1]1([C:7]2[C:20]3[C:15](=[CH:16][CH:17]=[CH:18][CH:19]=3)[C:14]([C:21]3[CH:22]=[C:23]4[C:27](=[CH:28][CH:29]=3)[NH:26][C:25]3[N:30]=[CH:31][CH:32]=[CH:33][C:24]4=3)=[C:13]3[C:8]=2[CH:9]=[CH:10][CH:11]=[CH:12]3)[CH:6]=[CH:5][CH:4]=[CH:3][CH:2]=1.[I:34][C:35]1[CH:40]=[CH:39][CH:38]=[C:37](I)[CH:36]=1.[O-]P([O-])([O-])=O.[K+].[K+].[K+]. (2) Given the product [Cl:1][C:2]1[C:7]([Cl:8])=[CH:6][CH:5]=[CH:4][C:3]=1[N:9]1[CH2:10][CH2:11][N:12]([CH2:15][CH2:16][CH:17]=[O:18])[CH2:13][CH2:14]1, predict the reactants needed to synthesize it. The reactants are: [Cl:1][C:2]1[C:7]([Cl:8])=[CH:6][CH:5]=[CH:4][C:3]=1[N:9]1[CH2:14][CH2:13][N:12]([CH2:15][CH2:16][CH2:17][OH:18])[CH2:11][CH2:10]1.O=CCCCNC(=O)C1C=CC=CC=1. (3) The reactants are: [CH2:1]([Li])CCC.[CH3:6][O:7][C:8]([C:10]1[S:11][C:12]([C:28]2[CH:33]=[CH:32][CH:31]=[CH:30][CH:29]=2)=[CH:13][C:14]=1[N:15]([CH:25]([CH3:27])[CH3:26])[C:16]([CH:18]1[CH2:23][CH2:22][C:21](=O)[CH2:20][CH2:19]1)=[O:17])=[O:9]. Given the product [CH3:6][O:7][C:8]([C:10]1[S:11][C:12]([C:28]2[CH:33]=[CH:32][CH:31]=[CH:30][CH:29]=2)=[CH:13][C:14]=1[N:15]([CH:25]([CH3:26])[CH3:27])[C:16]([CH:18]1[CH2:23][CH2:22][C:21](=[CH2:1])[CH2:20][CH2:19]1)=[O:17])=[O:9], predict the reactants needed to synthesize it. (4) Given the product [C:1]([S:4][CH2:5][CH2:6][N:7]([CH2:29][CH2:30][CH:31]1[CH2:32][CH2:33][CH2:34][CH2:35][CH2:36]1)[C:8]([NH:10][CH2:11][CH:12]([OH:21])[CH2:13][N:14]1[CH2:15][CH2:16][CH:43]([CH3:44])[CH2:18][CH2:19]1)=[O:9])(=[O:3])[CH3:2], predict the reactants needed to synthesize it. The reactants are: [C:1]([S:4][CH2:5][CH2:6][N:7]([CH2:29][CH2:30][CH:31]1[CH2:36][CH2:35][CH2:34][CH2:33][CH2:32]1)[C:8]([NH:10][CH2:11][CH:12]([O:21][Si](C(C)(C)C)(C)C)[CH2:13][N:14]1[CH2:19][CH2:18]N(C)[CH2:16][CH2:15]1)=[O:9])(=[O:3])[CH3:2].C(=O)([O-])O.[Na+].O1CC[CH2:44][CH2:43]1. (5) Given the product [NH2:1][C:2]1[CH:10]=[CH:9][C:5]([C:6]([O:8][CH3:17])=[O:7])=[C:4]([OH:11])[CH:3]=1, predict the reactants needed to synthesize it. The reactants are: [NH2:1][C:2]1[CH:3]=[C:4]([OH:11])[C:5](=[CH:9][CH:10]=1)[C:6]([OH:8])=[O:7].OS(O)(=O)=O.[CH3:17]O. (6) Given the product [CH3:1][O:2][C:3]1[CH:4]=[C:5]([O:21][C:22]2[CH:27]=[CH:26][C:25]([S:28]([CH3:31])(=[O:29])=[O:30])=[CH:24][N:23]=2)[CH:6]=[C:7]2[C:11]=1[NH:10][C:9]([C:12]1[S:13][CH:14]([CH2:17][C:18]([NH:33][CH3:37])=[O:20])[CH2:15][N:16]=1)=[CH:8]2, predict the reactants needed to synthesize it. The reactants are: [CH3:1][O:2][C:3]1[CH:4]=[C:5]([O:21][C:22]2[CH:27]=[CH:26][C:25]([S:28]([CH3:31])(=[O:30])=[O:29])=[CH:24][N:23]=2)[CH:6]=[C:7]2[C:11]=1[NH:10][C:9]([C:12]1[S:13][CH:14]([CH2:17][C:18]([OH:20])=O)[CH2:15][N:16]=1)=[CH:8]2.O[N:33]1[C:37]2C=CC=CC=2N=N1.[Cl-].C[NH3+].C(N(CC)CC)C. (7) Given the product [O:36]1[CH2:37][CH2:38][CH:33]([NH:32][C:16]2[N:17]=[C:18]([C:19]3[CH:24]=[CH:23][C:22]([F:25])=[CH:21][C:20]=3[CH3:26])[C:13]3[CH:12]=[CH:11][C:10](=[O:31])[N:9]([C:3]4[C:2]([F:1])=[CH:7][CH:6]=[CH:5][C:4]=4[F:8])[C:14]=3[N:15]=2)[CH2:34][CH2:35]1, predict the reactants needed to synthesize it. The reactants are: [F:1][C:2]1[CH:7]=[CH:6][CH:5]=[C:4]([F:8])[C:3]=1[N:9]1[C:14]2[N:15]=[C:16](S(C)(=O)=O)[N:17]=[C:18]([C:19]3[CH:24]=[CH:23][C:22]([F:25])=[CH:21][C:20]=3[CH3:26])[C:13]=2[CH:12]=[CH:11][C:10]1=[O:31].[NH2:32][CH:33]1[CH2:38][CH2:37][O:36][CH2:35][CH2:34]1.